This data is from Peptide-MHC class II binding affinity with 134,281 pairs from IEDB. The task is: Regression. Given a peptide amino acid sequence and an MHC pseudo amino acid sequence, predict their binding affinity value. This is MHC class II binding data. The peptide sequence is WMTTEDMLEVWNRVW. The binding affinity (normalized) is 0.440. The MHC is DRB1_0301 with pseudo-sequence DRB1_0301.